From a dataset of Full USPTO retrosynthesis dataset with 1.9M reactions from patents (1976-2016). Predict the reactants needed to synthesize the given product. (1) Given the product [CH3:13][CH:12]([C:15](=[O:22])[C:16]1[CH:17]=[N:18][CH:19]=[CH:20][CH:21]=1)[C:11]#[N:14], predict the reactants needed to synthesize it. The reactants are: [Li+].C[Si]([N-][Si](C)(C)C)(C)C.[C:11](#[N:14])[CH2:12][CH3:13].[C:15](OCC)(=[O:22])[C:16]1[CH:21]=[CH:20][CH:19]=[N:18][CH:17]=1. (2) Given the product [Cl:41][C:40]1[CH:5]=[CH:6][CH:1]=[CH:2][C:3]=1[CH2:37][NH:36][C:34]([N:10]([CH2:11][C:12](=[CH2:27])[CH2:13][N:14]1[CH2:19][CH2:18][N:17]([C:20]([O:22][C:23]([CH3:26])([CH3:25])[CH3:24])=[O:21])[CH2:16][CH2:15]1)[CH2:9][CH2:8][CH:7]([C:1]1[CH:6]=[CH:5][CH:4]=[CH:3][CH:2]=1)[C:28]1[CH:29]=[CH:30][CH:31]=[CH:32][CH:33]=1)=[O:35], predict the reactants needed to synthesize it. The reactants are: [C:1]1([CH:7]([C:28]2[CH:33]=[CH:32][CH:31]=[CH:30][CH:29]=2)[CH2:8][CH2:9][NH:10][CH2:11][C:12](=[CH2:27])[CH2:13][N:14]2[CH2:19][CH2:18][N:17]([C:20]([O:22][C:23]([CH3:26])([CH3:25])[CH3:24])=[O:21])[CH2:16][CH2:15]2)[CH:6]=[CH:5][CH:4]=[CH:3][CH:2]=1.[CH3:34][OH:35].[N-:36]=[C:37]=O.Cl[CH2:40][Cl:41]. (3) The reactants are: Cl[C:2]1[C:11]2[N:12]=[CH:13][N:14]([CH2:15][CH:16]([CH3:18])[CH3:17])[C:10]=2[C:9]2[CH:8]=[CH:7][CH:6]=[CH:5][C:4]=2[N:3]=1.O.[NH2:20][NH2:21].C(O)C. Given the product [CH2:15]([N:14]1[C:10]2[C:9]3[CH:8]=[CH:7][CH:6]=[CH:5][C:4]=3[N:3]=[C:2]([NH:20][NH2:21])[C:11]=2[N:12]=[CH:13]1)[CH:16]([CH3:18])[CH3:17], predict the reactants needed to synthesize it. (4) Given the product [F:37][C:33]1[CH:32]=[C:31]([CH:36]=[CH:35][CH:34]=1)[CH2:30][N:26]1[C:27]2[C:23](=[CH:22][C:21]([NH:20][C:11]3[C:10]4[C:15](=[CH:16][C:17]([O:18][CH3:19])=[C:8]([NH:7][C:5](=[O:6])/[CH:4]=[CH:3]/[CH2:2][N:54]5[CH2:53][C@H:52]6[O:47][CH2:48][CH2:49][O:50][C@H:51]6[CH2:55]5)[CH:9]=4)[N:14]=[CH:13][N:12]=3)=[CH:29][CH:28]=2)[CH:24]=[N:25]1, predict the reactants needed to synthesize it. The reactants are: Br[CH2:2]/[CH:3]=[CH:4]/[C:5]([NH:7][C:8]1[CH:9]=[C:10]2[C:15](=[CH:16][C:17]=1[O:18][CH3:19])[N:14]=[CH:13][N:12]=[C:11]2[NH:20][C:21]1[CH:22]=[C:23]2[C:27](=[CH:28][CH:29]=1)[N:26]([CH2:30][C:31]1[CH:36]=[CH:35][CH:34]=[C:33]([F:37])[CH:32]=1)[N:25]=[CH:24]2)=[O:6].CCN(C(C)C)C(C)C.[O:47]1[C@H:52]2[CH2:53][NH:54][CH2:55][C@H:51]2[O:50][CH2:49][CH2:48]1.O. (5) Given the product [CH3:9][O:8][C:1](=[O:7])[CH2:2][C:3]([NH:18][CH2:10][CH2:11][CH2:12][CH2:13][CH2:14][CH2:15][CH2:16][CH3:17])=[O:4], predict the reactants needed to synthesize it. The reactants are: [C:1]([O:8][CH3:9])(=[O:7])[CH2:2][C:3](OC)=[O:4].[CH2:10]([NH2:18])[CH2:11][CH2:12][CH2:13][CH2:14][CH2:15][CH2:16][CH3:17].